From a dataset of Full USPTO retrosynthesis dataset with 1.9M reactions from patents (1976-2016). Predict the reactants needed to synthesize the given product. (1) Given the product [CH:24]([C@H:25]1[CH2:26][CH2:27][C@H:28]([C:31]([O:33][CH3:34])=[O:32])[CH2:29][CH2:30]1)=[O:23], predict the reactants needed to synthesize it. The reactants are: CC(OI1(OC(C)=O)(OC(C)=O)OC(=O)C2C=CC=CC1=2)=O.[OH:23][CH2:24][C@H:25]1[CH2:30][CH2:29][C@H:28]([C:31]([O:33][CH3:34])=[O:32])[CH2:27][CH2:26]1.S([O-])([O-])(=O)=S.[Na+].[Na+]. (2) Given the product [ClH:25].[ClH:25].[NH:8]1[CH2:13][CH2:12][CH:11]([NH:14][C:15]2[CH:16]=[N:17][C:18]3[C:23]([CH:24]=2)=[CH:22][CH:21]=[CH:20][CH:19]=3)[CH2:10][CH2:9]1, predict the reactants needed to synthesize it. The reactants are: C(OC([N:8]1[CH2:13][CH2:12][CH:11]([NH:14][C:15]2[CH:16]=[N:17][C:18]3[C:23]([CH:24]=2)=[CH:22][CH:21]=[CH:20][CH:19]=3)[CH2:10][CH2:9]1)=O)(C)(C)C.[ClH:25]. (3) Given the product [CH3:46][O:47][C:48](=[O:52])[C:49]([N:17]1[CH2:18][CH2:19][CH2:20][C@H:14]([N:7]([CH2:6][C:5]2[CH:31]=[C:32]([C:34]([F:37])([F:36])[F:35])[CH:33]=[C:3]([C:2]([F:1])([F:38])[F:39])[CH:4]=2)[C:8]2[N:9]=[N:10][N:11]([CH3:13])[N:12]=2)[C:15]2[CH:24]=[C:23]([CH3:25])[C:22]([C:26]([F:27])([F:28])[F:29])=[C:21]([CH3:30])[C:16]1=2)=[O:50], predict the reactants needed to synthesize it. The reactants are: [F:1][C:2]([F:39])([F:38])[C:3]1[CH:4]=[C:5]([CH:31]=[C:32]([C:34]([F:37])([F:36])[F:35])[CH:33]=1)[CH2:6][N:7]([C@H:14]1[CH2:20][CH2:19][CH2:18][NH:17][C:16]2[C:21]([CH3:30])=[C:22]([C:26]([F:29])([F:28])[F:27])[C:23]([CH3:25])=[CH:24][C:15]1=2)[C:8]1[N:9]=[N:10][N:11]([CH3:13])[N:12]=1.N1C=CC=CC=1.[CH3:46][O:47][C:48](=[O:52])[C:49](Cl)=[O:50]. (4) Given the product [CH:13]1([C:9]2[CH:8]=[C:7]([C:16]([O:18][CH3:19])=[O:17])[C:6](=[O:20])[N:5]3[C:10]=2[C:11]([CH3:12])=[C:2]([C:26]2[CH:25]=[CH:24][CH:23]=[C:22]([F:21])[CH:27]=2)[CH:3]=[CH:4]3)[CH2:15][CH2:14]1, predict the reactants needed to synthesize it. The reactants are: Cl[C:2]1[CH:3]=[CH:4][N:5]2[C:10]([C:11]=1[CH3:12])=[C:9]([CH:13]1[CH2:15][CH2:14]1)[CH:8]=[C:7]([C:16]([O:18][CH3:19])=[O:17])[C:6]2=[O:20].[F:21][C:22]1[CH:23]=[C:24](B(O)O)[CH:25]=[CH:26][CH:27]=1. (5) Given the product [N+:10]([C:13]1[CH:21]=[CH:20][CH:19]=[C:18]2[C:14]=1[C:15]([C:23](=[O:22])[C:24]([O:26][CH3:27])=[O:25])=[CH:16][NH:17]2)([O-:12])=[O:11], predict the reactants needed to synthesize it. The reactants are: P(Cl)(Cl)(OP(Cl)(Cl)=O)=O.[N+:10]([C:13]1[CH:21]=[CH:20][CH:19]=[C:18]2[C:14]=1[CH:15]=[CH:16][NH:17]2)([O-:12])=[O:11].[O:22]=[C:23](N1CCCC1)[C:24]([O:26][CH3:27])=[O:25].C(=O)([O-])O.[Na+]. (6) Given the product [Br:1][C:2]1[CH:3]=[CH:4][C:5]([F:12])=[C:6]([CH:11]=1)[C:7](=[S:22])[NH:9][CH3:10], predict the reactants needed to synthesize it. The reactants are: [Br:1][C:2]1[CH:3]=[CH:4][C:5]([F:12])=[C:6]([CH:11]=1)[C:7]([NH:9][CH3:10])=O.COC1C=CC(P2(SP(C3C=CC(OC)=CC=3)(=S)S2)=[S:22])=CC=1. (7) Given the product [CH2:24]([N:12]([C@H:9]([CH2:10][OH:11])[CH2:8][C:5]1[CH:6]=[CH:7][C:2]([NH:1][C:31](=[O:38])[C:32]2[CH:37]=[CH:36][CH:35]=[CH:34][CH:33]=2)=[CH:3][CH:4]=1)[CH2:13][C@H:14]([OH:23])[CH2:15][O:16][C:17]1[CH:18]=[CH:19][CH:20]=[CH:21][CH:22]=1)[C:25]1[CH:26]=[CH:27][CH:28]=[CH:29][CH:30]=1, predict the reactants needed to synthesize it. The reactants are: [NH2:1][C:2]1[CH:7]=[CH:6][C:5]([CH2:8][C@H:9]([N:12]([CH2:24][C:25]2[CH:30]=[CH:29][CH:28]=[CH:27][CH:26]=2)[CH2:13][C@H:14]([OH:23])[CH2:15][O:16][C:17]2[CH:22]=[CH:21][CH:20]=[CH:19][CH:18]=2)[CH2:10][OH:11])=[CH:4][CH:3]=1.[C:31](O)(=[O:38])[C:32]1[CH:37]=[CH:36][CH:35]=[CH:34][CH:33]=1.Cl.CN(C)CCCN=C=NCC. (8) Given the product [O-:4][S:2]([C:5]([F:8])([F:7])[F:6])(=[O:3])=[O:1].[CH3:9][O:10][C:11]1[CH:12]=[C:13]2[C:18](=[CH:19][CH:20]=1)[N+:17]([CH3:21])=[C:16](/[CH:22]=[CH:29]/[C:28]1[CH:27]=[C:26]([CH3:31])[N:25]([C:32]3[CH:37]=[CH:36][CH:35]=[CH:34][CH:33]=3)[C:24]=1[CH3:23])[CH:15]=[CH:14]2, predict the reactants needed to synthesize it. The reactants are: [O-:1][S:2]([C:5]([F:8])([F:7])[F:6])(=[O:4])=[O:3].[CH3:9][O:10][C:11]1[CH:12]=[C:13]2[C:18](=[CH:19][CH:20]=1)[N+:17]([CH3:21])=[C:16]([CH3:22])[CH:15]=[CH:14]2.[CH3:23][C:24]1[N:25]([C:32]2[CH:37]=[CH:36][CH:35]=[CH:34][CH:33]=2)[C:26]([CH3:31])=[CH:27][C:28]=1[CH:29]=O. (9) Given the product [Cl:1][C:2]1[C:10]2[N:9]=[C:8]3[N:11]([C:14]4[C:19]([CH3:20])=[CH:18][C:17]([Cl:21])=[CH:16][C:15]=4[Cl:22])[CH2:12][CH2:13][N:7]3[C:6]=2[C:5]([CH2:23][OH:24])=[CH:4][CH:3]=1, predict the reactants needed to synthesize it. The reactants are: [Cl:1][C:2]1[CH:3]=[CH:4][C:5]([C:23](OC)=[O:24])=[C:6]2[C:10]=1[N:9]=[C:8]1[N:11]([C:14]3[C:19]([CH3:20])=[CH:18][C:17]([Cl:21])=[CH:16][C:15]=3[Cl:22])[CH2:12][CH2:13][N:7]21.[BH4-].[Li+].[Cl-].[NH4+]. (10) Given the product [CH2:21]([N:8]([CH:5]1[CH2:6][CH2:7][C:2]([OH:1])([CH3:20])[CH2:3][CH2:4]1)[C:9]1[C:10]([CH3:19])=[C:11]([CH:16]=[CH:17][CH:18]=1)[C:12]([O:14][CH3:15])=[O:13])[CH3:22], predict the reactants needed to synthesize it. The reactants are: [OH:1][C:2]1([CH3:20])[CH2:7][CH2:6][CH:5]([NH:8][C:9]2[C:10]([CH3:19])=[C:11]([CH:16]=[CH:17][CH:18]=2)[C:12]([O:14][CH3:15])=[O:13])[CH2:4][CH2:3]1.[CH:21](=O)[CH3:22].C(O)(=O)C.C(O[BH-](OC(=O)C)OC(=O)C)(=O)C.[Na+].C([O-])(O)=O.[Na+].